Dataset: Catalyst prediction with 721,799 reactions and 888 catalyst types from USPTO. Task: Predict which catalyst facilitates the given reaction. (1) Reactant: [C:1]([O:5][C:6](=[O:25])[NH:7][C@@H:8]([C@H:16]1[CH2:21][CH2:20][C@@H:19]([N:22]=[N+]=[N-])[CH2:18][CH2:17]1)[C:9](=[O:15])[N:10]1[CH2:14][CH2:13][CH2:12][CH2:11]1)([CH3:4])([CH3:3])[CH3:2].[H][H]. Product: [C:1]([O:5][C:6](=[O:25])[NH:7][C@@H:8]([C@H:16]1[CH2:21][CH2:20][C@@H:19]([NH2:22])[CH2:18][CH2:17]1)[C:9](=[O:15])[N:10]1[CH2:11][CH2:12][CH2:13][CH2:14]1)([CH3:4])([CH3:2])[CH3:3]. The catalyst class is: 29. (2) Reactant: [NH2:1][C:2]1[N:6]([C:7]2[CH:8]=[N:9][N:10]([CH2:12][CH2:13][OH:14])[CH:11]=2)[N:5]=[C:4]([C:15]([CH3:18])([CH3:17])[CH3:16])[CH:3]=1.[OH-].[Na+].Cl[C:22]([O:24][CH2:25][C:26]([Cl:29])([Cl:28])[Cl:27])=[O:23]. Product: [Cl:27][C:26]([Cl:29])([Cl:28])[CH2:25][O:24][C:22](=[O:23])[NH:1][C:2]1[N:6]([C:7]2[CH:8]=[N:9][N:10]([CH2:12][CH2:13][OH:14])[CH:11]=2)[N:5]=[C:4]([C:15]([CH3:18])([CH3:17])[CH3:16])[CH:3]=1. The catalyst class is: 25.